Predict the product of the given reaction. From a dataset of Forward reaction prediction with 1.9M reactions from USPTO patents (1976-2016). (1) Given the reactants CS(C)=O.Cl.[NH2:6][C:7]1[CH:15]=[CH:14][CH:13]=[C:12]2[C:8]=1[C:9](=[O:30])[N:10]([C:17]1(CCCCN)[CH2:22][CH2:21][C:20](=[O:23])[NH:19][C:18]1=[O:24])[C:11]2=[O:16].C(N(CC)CC)C.C(CN)O, predict the reaction product. The product is: [CH:14]1[CH:13]=[C:12]2[C:11](=[O:16])[N:10]([CH:17]3[C:18](=[O:24])[NH:19][C:20](=[O:23])[CH2:21][CH2:22]3)[C:9](=[O:30])[C:8]2=[C:7]([NH2:6])[CH:15]=1. (2) Given the reactants [C:1]([O:5][C:6]([NH:8][CH:9]([CH2:13][NH:14][C:15]([O:17][CH2:18][CH:19]1[C:31]2[CH:30]=[CH:29][CH:28]=[CH:27][C:26]=2[C:25]2[C:20]1=[CH:21][CH:22]=[CH:23][CH:24]=2)=[O:16])[C:10]([OH:12])=[O:11])=[O:7])([CH3:4])([CH3:3])[CH3:2].ON1C2C=CC=C[C:36]=2N=N1.Cl.C(N=C=NCCCN(C)C)C.C(N(C(C)C)C(C)C)C, predict the reaction product. The product is: [CH3:36][O:11][C:10](=[O:12])[C@@H:9]([NH:8][C:6]([O:5][C:1]([CH3:4])([CH3:2])[CH3:3])=[O:7])[CH2:13][NH:14][C:15]([O:17][CH2:18][CH:19]1[C:20]2[CH:21]=[CH:22][CH:23]=[CH:24][C:25]=2[C:26]2[C:31]1=[CH:30][CH:29]=[CH:28][CH:27]=2)=[O:16].